Dataset: Catalyst prediction with 721,799 reactions and 888 catalyst types from USPTO. Task: Predict which catalyst facilitates the given reaction. (1) Reactant: [OH-].[Na+].[CH:3]1([C:6]2[CH:11]=[C:10]([CH2:12][N:13]3[CH2:16][C:15]4([CH2:20][C:19]([N:21]5[CH2:26][CH2:25][C:24]([CH3:32])([C:27]([O:29]CC)=[O:28])[CH2:23][CH2:22]5)=[N:18][O:17]4)[CH2:14]3)[CH:9]=[C:8]([O:33][CH2:34][CH2:35][CH3:36])[C:7]=2[C:37]2[CH:42]=[CH:41][C:40]([F:43])=[CH:39][C:38]=2[F:44])[CH2:5][CH2:4]1.Cl. Product: [CH:3]1([C:6]2[CH:11]=[C:10]([CH2:12][N:13]3[CH2:16][C:15]4([CH2:20][C:19]([N:21]5[CH2:26][CH2:25][C:24]([CH3:32])([C:27]([OH:29])=[O:28])[CH2:23][CH2:22]5)=[N:18][O:17]4)[CH2:14]3)[CH:9]=[C:8]([O:33][CH2:34][CH2:35][CH3:36])[C:7]=2[C:37]2[CH:42]=[CH:41][C:40]([F:43])=[CH:39][C:38]=2[F:44])[CH2:4][CH2:5]1. The catalyst class is: 8. (2) Reactant: C([NH:4][C:5]([CH:26]1[CH2:31][CH2:30][N:29]([CH2:32][C:33]2[CH:38]=[CH:37][CH:36]=[CH:35][CH:34]=2)[CH2:28][CH2:27]1)([CH2:13][CH2:14][CH2:15][CH2:16][B:17]1[O:21]C(C)(C)C(C)(C)[O:18]1)[C:6](NC(C)(C)C)=[O:7])(=O)C.[OH2:39]. The catalyst class is: 33. Product: [NH2:4][C:5]([CH:26]1[CH2:31][CH2:30][N:29]([CH2:32][C:33]2[CH:38]=[CH:37][CH:36]=[CH:35][CH:34]=2)[CH2:28][CH2:27]1)([CH2:13][CH2:14][CH2:15][CH2:16][B:17]([OH:21])[OH:18])[C:6]([OH:39])=[O:7]. (3) Reactant: [F:1][C:2]1[C:3](=[O:23])[N:4]2[C:8](=[C:9]([C:20]([OH:22])=O)[C:10]=1[NH:11][C:12]1[CH:17]=[CH:16][C:15]([I:18])=[CH:14][C:13]=1[F:19])[CH2:7][CH2:6][CH2:5]2.CCN=C=NCCCN(C)C.C1C=CC2N(O)N=NC=2C=1.[CH:45]1([CH2:48][O:49][NH2:50])[CH2:47][CH2:46]1. Product: [CH:45]1([CH2:48][O:49][NH:50][C:20]([C:9]2[C:10]([NH:11][C:12]3[CH:17]=[CH:16][C:15]([I:18])=[CH:14][C:13]=3[F:19])=[C:2]([F:1])[C:3](=[O:23])[N:4]3[C:8]=2[CH2:7][CH2:6][CH2:5]3)=[O:22])[CH2:47][CH2:46]1. The catalyst class is: 3. (4) Product: [F:1][C:2]1[CH:3]=[CH:4][C:5]([CH:8]2[C:13]3=[N:14][NH:15][C:16](=[O:21])[C:17]4[CH:18]=[CH:19][CH:20]=[C:11]([C:12]=43)[NH:10][CH:9]2[C:22]2[CH:41]=[CH:40][C:25]([CH2:26][N:27]3[CH2:32][CH2:31][NH:30][CH2:29][CH2:28]3)=[CH:24][CH:23]=2)=[CH:6][CH:7]=1. Reactant: [F:1][C:2]1[CH:7]=[CH:6][C:5]([CH:8]2[C:13]3=[N:14][NH:15][C:16](=[O:21])[C:17]4[CH:18]=[CH:19][CH:20]=[C:11]([C:12]=43)[NH:10][CH:9]2[C:22]2[CH:41]=[CH:40][C:25]([CH2:26][N:27]3[CH2:32][CH2:31][N:30](C(OC(C)(C)C)=O)[CH2:29][CH2:28]3)=[CH:24][CH:23]=2)=[CH:4][CH:3]=1.Cl. The catalyst class is: 10. (5) Reactant: [C:1]([O:7][CH2:8][CH3:9])(=[O:6])[CH2:2][C:3]([CH3:5])=[O:4]. Product: [OH:4][C@H:3]([CH3:5])[CH2:2][C:1]([O:7][CH2:8][CH3:9])=[O:6]. The catalyst class is: 5. (6) Reactant: [CH3:1][N:2]1[C:10]2[C:5](=[CH:6][CH:7]=[CH:8][CH:9]=2)[C:4]([C:11]([NH:13][CH:14]([C:16]2[N:21]=[N:20][C:19]([NH:22][C:23]3[CH:28]=[C:27]([O:29][CH3:30])[C:26]([O:31][CH3:32])=[C:25]([O:33][CH3:34])[CH:24]=3)=[N:18][CH:17]=2)[CH3:15])=O)=[CH:3]1.N1C=NC=N1.P(Cl)(Cl)(Cl)=O. Product: [CH3:15][C:14]1[N:13]=[C:11]([C:4]2[C:5]3[C:10](=[CH:9][CH:8]=[CH:7][CH:6]=3)[N:2]([CH3:1])[CH:3]=2)[N:21]2[C:16]=1[CH:17]=[N:18][C:19]([NH:22][C:23]1[CH:28]=[C:27]([O:29][CH3:30])[C:26]([O:31][CH3:32])=[C:25]([O:33][CH3:34])[CH:24]=1)=[N:20]2. The catalyst class is: 17. (7) Reactant: [OH:1][CH2:2][CH:3]1[CH2:8][CH2:7][CH2:6][CH2:5][N:4]1[CH2:9][C:10]#[N:11].[H-].[H-].[H-].[H-].[Li+].[Al+3]. Product: [NH2:11][CH2:10][CH2:9][N:4]1[CH2:5][CH2:6][CH2:7][CH2:8][CH:3]1[CH2:2][OH:1]. The catalyst class is: 1.